This data is from Forward reaction prediction with 1.9M reactions from USPTO patents (1976-2016). The task is: Predict the product of the given reaction. (1) Given the reactants Cl[C:2]1[N:3]=[CH:4][C:5](/[CH:8]=[CH:9]/[C:10]([O:12][CH2:13][CH3:14])=[O:11])=[N:6][CH:7]=1.Cl.Cl.[F:17][C:18]1[CH:30]=[CH:29][C:21]([CH2:22][N:23]2[CH2:27][CH2:26][C@@H:25]([NH2:28])[CH2:24]2)=[CH:20][CH:19]=1.C(N(CC)CC)C, predict the reaction product. The product is: [F:17][C:18]1[CH:19]=[CH:20][C:21]([CH2:22][N:23]2[CH2:27][CH2:26][C@@H:25]([NH:28][C:2]3[N:3]=[CH:4][C:5](/[CH:8]=[CH:9]/[C:10]([O:12][CH2:13][CH3:14])=[O:11])=[N:6][CH:7]=3)[CH2:24]2)=[CH:29][CH:30]=1. (2) Given the reactants Br[C:2]1[C:3]([O:12][CH3:13])=[CH:4][C:5]([O:10][CH3:11])=[C:6]([CH:9]=1)[CH:7]=[O:8].COC1N=C(OC)C(B(O)O)=CN=1, predict the reaction product. The product is: [CH3:11][O:10][C:5]1[CH:4]=[C:3]([O:12][CH3:13])[CH:2]=[CH:9][C:6]=1[CH:7]=[O:8]. (3) Given the reactants [N:1]1[CH:6]=[CH:5][N:4]=[CH:3][C:2]=1[N:7]1[C:14]2[C@@H:13]3[CH2:15][C@@H:12]3[CH2:11][C:10]=2[C:9]([C:16]([OH:18])=O)=[N:8]1.[C:19]([NH2:23])([CH3:22])([CH3:21])[CH3:20], predict the reaction product. The product is: [C:19]([NH:23][C:16]([C:9]1[C:10]2[CH2:11][C@H:12]3[CH2:15][C@H:13]3[C:14]=2[N:7]([C:2]2[CH:3]=[N:4][CH:5]=[CH:6][N:1]=2)[N:8]=1)=[O:18])([CH3:22])([CH3:21])[CH3:20]. (4) The product is: [CH2:1]([C:8]1[N:9]([CH2:19][C:20]([OH:22])=[O:21])[C:10]([C:13]2[CH:14]=[CH:15][CH:16]=[CH:17][CH:18]=2)=[CH:11][CH:12]=1)[C:2]1[CH:3]=[CH:4][CH:5]=[CH:6][CH:7]=1. Given the reactants [CH2:1]([C:8]1[N:9]([CH2:19][C:20]([O:22]C)=[O:21])[C:10]([C:13]2[CH:18]=[CH:17][CH:16]=[CH:15][CH:14]=2)=[CH:11][CH:12]=1)[C:2]1[CH:7]=[CH:6][CH:5]=[CH:4][CH:3]=1.[Li+].[OH-], predict the reaction product. (5) Given the reactants [F:1][C:2]([F:40])([F:39])[C:3]1[CH:4]=[C:5]([C@H:13]([O:16][C@H:17]2[CH2:25][CH2:24][C@H:23]3[C@@H:19]([CH2:20][N:21]([C:26]4[CH2:30][CH2:29][C:28](=[O:31])[CH:27]=4)[CH2:22]3)[C@@H:18]2[C:32]2[CH:37]=[CH:36][CH:35]=[CH:34][C:33]=2[CH3:38])[CH2:14][OH:15])[CH:6]=[C:7]([C:9]([F:12])([F:11])[F:10])[CH:8]=1.[H-].[Na+].O.[CH3:44]N(C=O)C, predict the reaction product. The product is: [F:12][C:9]([F:10])([F:11])[C:7]1[CH:6]=[C:5]([C@H:13]([O:16][C@H:17]2[CH2:25][CH2:24][C@H:23]3[C@@H:19]([CH2:20][N:21]([C:26]4[CH2:30][CH2:29][C:28](=[O:31])[CH:27]=4)[CH2:22]3)[C@@H:18]2[C:32]2[CH:37]=[CH:36][CH:35]=[CH:34][C:33]=2[CH3:38])[CH2:14][O:15][CH3:44])[CH:4]=[C:3]([C:2]([F:39])([F:1])[F:40])[CH:8]=1. (6) Given the reactants [H-].[Na+].[C:3]([O:11][C:12]([CH3:15])([CH3:14])[CH3:13])(=[O:10])[CH2:4][C:5]([O:7][CH2:8][CH3:9])=[O:6].I[CH2:17][CH2:18][C:19]#[CH:20], predict the reaction product. The product is: [CH2:20]([CH:4]([C:5]([O:7][CH2:8][CH3:9])=[O:6])[C:3]([O:11][C:12]([CH3:14])([CH3:13])[CH3:15])=[O:10])[CH2:19][C:18]#[CH:17]. (7) Given the reactants [C:1]([C:4]1[C:34](=[O:35])[C@@:8]2([CH3:36])[C:9]3[C:15]([OH:16])=[CH:14][C:13]([O:17][CH3:18])=[C:12]([C:19]([NH:21][CH2:22][C:23]4[C:32]5[C:27](=[CH:28][CH:29]=[CH:30][CH:31]=5)[CH:26]=[CH:25][C:24]=4[CH3:33])=[O:20])[C:10]=3[O:11][C:7]2=[CH:6][C:5]=1[OH:37])(=O)[CH3:2].[CH2:38]([NH2:45])[C:39]1[CH:44]=[CH:43][CH:42]=[CH:41][CH:40]=1, predict the reaction product. The product is: [CH2:38](/[N:45]=[C:1](/[C:4]1[C:34](=[O:35])[C@@:8]2([CH3:36])[C:9]3[C:15]([OH:16])=[CH:14][C:13]([O:17][CH3:18])=[C:12]([C:19]([NH:21][CH2:22][C:23]4[C:32]5[C:27](=[CH:28][CH:29]=[CH:30][CH:31]=5)[CH:26]=[CH:25][C:24]=4[CH3:33])=[O:20])[C:10]=3[O:11][C:7]2=[CH:6][C:5]=1[OH:37])\[CH3:2])[C:39]1[CH:44]=[CH:43][CH:42]=[CH:41][CH:40]=1.